Task: Predict the reaction yield, written as a fraction of the theoretical maximum amount of product (1.0 means a 100% yield; for example, 0.34 means a 34% yield).. Dataset: Reaction yield outcomes from USPTO patents with 853,638 reactions The reactants are [Cl:1][C:2]1[CH:34]=[CH:33][C:5]([C:6]([N:8]2[CH2:13][CH2:12][N:11]([CH:14]3[CH:18]([OH:19])[CH2:17][N:16]([C:20]4[N:25]=[C:24]([C:26]([F:29])([F:28])[F:27])[C:23]([C:30]([OH:32])=O)=[CH:22][N:21]=4)[CH2:15]3)[CH2:10][CH2:9]2)=[O:7])=[CH:4][CH:3]=1.C[N:36](C(ON1N=NC2C=CC=NC1=2)=[N+](C)C)C.F[P-](F)(F)(F)(F)F.CCN(C(C)C)C(C)C.C1C=CC2N(O)N=NC=2C=1.[NH4+].[Cl-]. The catalyst is CN(C=O)C.CCOC(C)=O. The product is [Cl:1][C:2]1[CH:34]=[CH:33][C:5]([C:6]([N:8]2[CH2:9][CH2:10][N:11]([CH:14]3[CH:18]([OH:19])[CH2:17][N:16]([C:20]4[N:25]=[C:24]([C:26]([F:27])([F:28])[F:29])[C:23]([C:30]([NH2:36])=[O:32])=[CH:22][N:21]=4)[CH2:15]3)[CH2:12][CH2:13]2)=[O:7])=[CH:4][CH:3]=1. The yield is 0.350.